From a dataset of Full USPTO retrosynthesis dataset with 1.9M reactions from patents (1976-2016). Predict the reactants needed to synthesize the given product. (1) Given the product [Cl:1][C:2]1[CH:7]=[CH:6][C:5]([F:8])=[CH:4][C:3]=1[N:9]1[C:13]([S:14]([C:15]2[CH:16]=[N:17][CH:18]=[CH:19][CH:20]=2)(=[O:35])=[O:52])=[CH:12][C:11]([CH2:21][N:22]([CH3:30])[C:23](=[O:29])[O:24][C:25]([CH3:26])([CH3:27])[CH3:28])=[N:10]1, predict the reactants needed to synthesize it. The reactants are: [Cl:1][C:2]1[CH:7]=[CH:6][C:5]([F:8])=[CH:4][C:3]=1[N:9]1[C:13]([S:14][C:15]2[CH:16]=[N:17][CH:18]=[CH:19][CH:20]=2)=[CH:12][C:11]([CH2:21][N:22]([CH3:30])[C:23](=[O:29])[O:24][C:25]([CH3:28])([CH3:27])[CH3:26])=[N:10]1.C(#N)C.C([O-])([O-])=[O:35].C([O-])([O-])=O.OO.OO.OO.[Na+].[Na+].[Na+].[Na+].[OH2:52]. (2) Given the product [CH3:36][O:40][C:10](=[O:21])[C@@H:9]([NH:8][C:6]([O:5][C:1]([CH3:2])([CH3:3])[CH3:4])=[O:7])[CH2:22][C@@H:23]([CH3:24])[CH2:27][O:28][CH2:29][C:30]1[CH:31]=[CH:32][CH:33]=[CH:34][CH:35]=1.[CH2:64]([O:63][CH2:62][C@H:58]([CH3:59])[CH2:57][C@H:44]([NH:43][C:41]([O:40][C:36]([CH3:39])([CH3:38])[CH3:37])=[O:42])[CH:45]=[O:56])[C:65]1[CH:66]=[CH:67][CH:68]=[CH:69][CH:70]=1, predict the reactants needed to synthesize it. The reactants are: [C:1]([O:5][C:6]([NH:8][C@@H:9]([CH2:22][C@H:23]([CH2:27][O:28][CH2:29][C:30]1[CH:35]=[CH:34][CH:33]=[CH:32][CH:31]=1)[CH:24](C)C)[C@@H:10]([OH:21])CC(=C)C(NCCCC)=O)=[O:7])([CH3:4])([CH3:3])[CH3:2].[C:36]([O:40][C:41]([NH:43][C@@H:44]([CH2:57][C@H:58]([CH2:62][O:63][CH2:64][C:65]1[CH:70]=[CH:69][CH:68]=[CH:67][CH:66]=1)[CH:59](C)C)[C@H:45]([OH:56])CC(=C)C(NCCCC)=O)=[O:42])([CH3:39])([CH3:38])[CH3:37].[H-].C([Al+]CC(C)C)C(C)C.